From a dataset of Full USPTO retrosynthesis dataset with 1.9M reactions from patents (1976-2016). Predict the reactants needed to synthesize the given product. (1) Given the product [CH3:19][Si:16]([CH3:17])([CH3:18])[CH2:15][CH:3]([C:1]#[N:2])[CH2:9][C:10]([O:12][CH2:13][CH3:14])=[O:11], predict the reactants needed to synthesize it. The reactants are: [C:1]([C:3]([CH2:15][Si:16]([CH3:19])([CH3:18])[CH3:17])([CH2:9][C:10]([O:12][CH2:13][CH3:14])=[O:11])C(OCC)=O)#[N:2].O.[Br-].[Li+].Cl. (2) Given the product [CH3:2][CH:3]([CH2:7][CH2:8][N:9]1[CH2:13][CH2:12][CH2:11][CH2:10]1)[C:4]([NH:32][C:31]1[NH:27][N:28]=[C:29]([C:33]2[CH:34]=[N:35][C:36]([CH3:39])=[CH:37][CH:38]=2)[CH:30]=1)=[O:6], predict the reactants needed to synthesize it. The reactants are: Cl.[CH3:2][CH:3]([CH2:7][CH2:8][N:9]1[CH2:13][CH2:12][CH2:11][CH2:10]1)[C:4]([OH:6])=O.C(Cl)(=O)C(Cl)=O.C(OC([N:27]1[C:31]([NH2:32])=[CH:30][C:29]([C:33]2[CH:34]=[N:35][C:36]([CH3:39])=[CH:37][CH:38]=2)=[N:28]1)=O)(C)(C)C.NC1C=CNN=1.Cl.CCOCC.N. (3) Given the product [C:33]([O:32][C:30](=[O:31])[NH:4][CH2:3][CH2:5][N:6]1[C:15]2[C:10](=[CH:11][CH:12]=[CH:13][CH:14]=2)[CH2:9][CH:8]([NH:16][C:17]([C:19]2[NH:28][C:22]3=[CH:23][N:24]=[C:25]([Cl:27])[CH:26]=[C:21]3[CH:20]=2)=[O:18])[C:7]1=[O:29])([CH3:36])([CH3:35])[CH3:34], predict the reactants needed to synthesize it. The reactants are: [BH4-].[Na+].[C:3]([CH2:5][N:6]1[C:15]2[C:10](=[CH:11][CH:12]=[CH:13][CH:14]=2)[CH2:9][CH:8]([NH:16][C:17]([C:19]2[NH:28][C:22]3=[CH:23][N:24]=[C:25]([Cl:27])[CH:26]=[C:21]3[CH:20]=2)=[O:18])[C:7]1=[O:29])#[N:4].[C:30](OC([O-])=O)([O:32][C:33]([CH3:36])([CH3:35])[CH3:34])=[O:31]. (4) Given the product [C:21]([OH:22])(=[O:25])[C:20]([OH:29])=[O:28].[F:1][C:2]1[CH:3]=[CH:4][CH:5]=[C:6]2[C:10]=1[NH:9][CH:8]=[C:7]2[CH2:11][CH2:12][NH2:13], predict the reactants needed to synthesize it. The reactants are: [F:1][C:2]1[CH:3]=[CH:4][CH:5]=[C:6]2[C:10]=1[NH:9][CH:8]=[C:7]2[CH2:11][CH2:12][N:13]1[C:21](=[O:22])[C:20]2C(=CC=CC=2)C1=O.C(CN)[OH:25].[OH2:28].[OH-:29].[Na+].